This data is from Full USPTO retrosynthesis dataset with 1.9M reactions from patents (1976-2016). The task is: Predict the reactants needed to synthesize the given product. Given the product [Cl:10][C:11]1[CH:16]=[C:15]([NH:17][CH2:3][CH:2]([OH:4])[CH2:1][O:5][C:6]([CH3:9])([CH3:8])[CH3:7])[CH:14]=[CH:13][C:12]=1[NH:18][C:19](=[O:30])[C@:20]([O:26][C:27](=[O:29])[CH3:28])([CH3:25])[C:21]([F:24])([F:23])[F:22], predict the reactants needed to synthesize it. The reactants are: [CH2:1]([O:5][C:6]([CH3:9])([CH3:8])[CH3:7])[CH:2]1[O:4][CH2:3]1.[Cl:10][C:11]1[CH:16]=[C:15]([NH2:17])[CH:14]=[CH:13][C:12]=1[NH:18][C:19](=[O:30])[C@:20]([O:26][C:27](=[O:29])[CH3:28])([CH3:25])[C:21]([F:24])([F:23])[F:22].